Dataset: Full USPTO retrosynthesis dataset with 1.9M reactions from patents (1976-2016). Task: Predict the reactants needed to synthesize the given product. (1) Given the product [CH3:11][O:10][C:9]1[CH:8]=[CH:7][C:6]([S:12]([NH2:15])(=[O:13])=[O:14])=[CH:5][C:4]=1[NH:1][C:2]([NH2:16])=[S:3], predict the reactants needed to synthesize it. The reactants are: [N:1]([C:4]1[CH:5]=[C:6]([S:12]([NH2:15])(=[O:14])=[O:13])[CH:7]=[CH:8][C:9]=1[O:10][CH3:11])=[C:2]=[S:3].[NH2:16]C1C=C(C=CC=1OC(F)(F)F)C(N)=O.N. (2) Given the product [Cl:1][C:2]1[CH:7]=[C:6]2[C:5]([CH2:8][CH2:9][C:10]2=[O:12])=[C:4]([C:13]([F:16])([F:15])[F:14])[CH:3]=1, predict the reactants needed to synthesize it. The reactants are: [Cl:1][C:2]1[CH:7]=[CH:6][C:5]([CH2:8][CH2:9][C:10]([OH:12])=O)=[C:4]([C:13]([F:16])([F:15])[F:14])[CH:3]=1.ClS(O)(=O)=O. (3) The reactants are: C([N:4]1[C:8]2[CH:9]=[C:10]([C:14]3[N:18]([CH3:19])C4C=CC=CC=4N=3)[CH:11]=[C:12]([CH3:13])[C:7]=2[N:6]=[CH:5]1)CC.Br[CH2:25][C:26]1[CH:31]=[CH:30][C:29]([C:32]2[CH:37]=[CH:36][CH:35]=[CH:34][C:33]=2[CH:38]=[O:39])=[CH:28][CH:27]=1.[CH3:40][C:41]([CH3:44])([O-])C.[K+].C(=O)([O-])[O-].[K+].[K+].[OH-].[Na+].[CH3:54][N:55](C)[C:56](=O)C. Given the product [CH2:40]([C:5]1[N:4]([CH2:25][C:26]2[CH:31]=[CH:30][C:29]([C:32]3[C:33]([CH:38]=[O:39])=[CH:34][CH:35]=[CH:36][CH:37]=3)=[CH:28][CH:27]=2)[C:8]2[CH:9]=[C:10]([C:14]3[N:18]=[CH:19][N:55]([CH3:56])[CH:54]=3)[CH:11]=[C:12]([CH3:13])[C:7]=2[N:6]=1)[CH2:41][CH3:44], predict the reactants needed to synthesize it. (4) Given the product [ClH:17].[CH:1]([O:4][C@H:5]1[CH2:9][CH2:8][NH:7][CH2:6]1)([CH3:3])[CH3:2], predict the reactants needed to synthesize it. The reactants are: [CH:1]([O:4][C@H:5]1[CH2:9][CH2:8][N:7](C(OC(C)(C)C)=O)[CH2:6]1)([CH3:3])[CH3:2].[ClH:17].C(OCC)(=O)C. (5) Given the product [CH3:17][C:16]1[N:18]=[C:12]([N:3]2[C:4](=[O:11])[C:5]3[C:10](=[CH:9][CH:8]=[CH:7][CH:6]=3)[C:2]2=[O:1])[O:20][N:19]=1, predict the reactants needed to synthesize it. The reactants are: [O:1]=[C:2]1[C:10]2[C:5](=[CH:6][CH:7]=[CH:8][CH:9]=2)[C:4](=[O:11])[N:3]1[CH2:12]C(Cl)=O.[C:16](=[N:19][OH:20])([NH2:18])[CH3:17].